Task: Predict the reaction yield, written as a fraction of the theoretical maximum amount of product (1.0 means a 100% yield; for example, 0.34 means a 34% yield).. Dataset: Reaction yield outcomes from USPTO patents with 853,638 reactions (1) The reactants are Br[C:2]1[N:3]=[C:4]2[C:10]([C:11]3[CH:16]=[CH:15][CH:14]=[CH:13][C:12]=3[O:17][CH3:18])=[CH:9][N:8](S(C3C=CC(C)=CC=3)(=O)=O)[C:5]2=[N:6][CH:7]=1.[CH3:29][N:30]([CH3:42])[C:31]([C:33]1[CH:34]=[C:35](B(O)O)[CH:36]=[CH:37][CH:38]=1)=[O:32].C(=O)(O)[O-].[Na+].ClCCl. The catalyst is C(#N)C.CCOC(C)=O.Cl[Pd-2](Cl)(P(C1C=CC=CC=1)(C1C=CC=CC=1)C1C=CC=CC=1)P(C1C=CC=CC=1)(C1C=CC=CC=1)C1C=CC=CC=1.CO. The product is [CH3:18][O:17][C:12]1[CH:13]=[CH:14][CH:15]=[CH:16][C:11]=1[C:10]1[C:4]2[C:5](=[N:6][CH:7]=[C:2]([C:37]3[CH:38]=[C:33]([CH:34]=[CH:35][CH:36]=3)[C:31]([N:30]([CH3:42])[CH3:29])=[O:32])[N:3]=2)[NH:8][CH:9]=1. The yield is 0.540. (2) The reactants are FC(F)(F)C(O)=O.C(O[C:13]([NH:15][C@H:16]1[CH2:21][CH2:20][C@H:19]([CH2:22][C:23]([OH:25])=[O:24])[CH2:18][CH2:17]1)=[O:14])(C)(C)C.C1(=O)O[C:29](=[O:30])[C:28]2=[CH:32][CH:33]=[CH:34][CH:35]=[C:27]12.CO. The catalyst is ClCCl. The product is [O:30]=[C:29]1[C:28]2[C:27](=[CH:35][CH:34]=[CH:33][CH:32]=2)[C:13](=[O:14])[N:15]1[C@H:16]1[CH2:17][CH2:18][C@H:19]([CH2:22][C:23]([OH:25])=[O:24])[CH2:20][CH2:21]1. The yield is 0.860. (3) The reactants are C([O:3][C:4]([CH:6]1[CH2:11][CH2:10][N:9]([CH2:12][C:13]2[N:14]([CH2:38][CH3:39])[C:15]3[C:20]([N:21]=2)=[C:19]([N:22]2[CH2:27][CH2:26][O:25][CH2:24][CH2:23]2)[N:18]=[C:17]([C:28]2[C:36]([F:37])=[CH:35][CH:34]=[C:33]4[C:29]=2[CH:30]=[CH:31][NH:32]4)[N:16]=3)[CH2:8][CH2:7]1)=[O:5])C.[OH-].[Li+]. The catalyst is C1COCC1. The product is [CH2:38]([N:14]1[C:13]([CH2:12][N:9]2[CH2:8][CH2:7][CH:6]([C:4]([OH:5])=[O:3])[CH2:11][CH2:10]2)=[N:21][C:20]2[C:15]1=[N:16][C:17]([C:28]1[C:36]([F:37])=[CH:35][CH:34]=[C:33]3[C:29]=1[CH:30]=[CH:31][NH:32]3)=[N:18][C:19]=2[N:22]1[CH2:23][CH2:24][O:25][CH2:26][CH2:27]1)[CH3:39]. The yield is 0.700. (4) The reactants are Br[C:2]1[C:3]([NH2:22])=[N:4][CH:5]=[C:6]([C:8]2[CH:13]=[CH:12][C:11]([O:14][Si:15]([C:18]([CH3:21])([CH3:20])[CH3:19])([CH3:17])[CH3:16])=[CH:10][CH:9]=2)[N:7]=1.[N+:23]([C:26]1[CH:31]=[CH:30][C:29](B(O)O)=[CH:28][CH:27]=1)([O-:25])=[O:24].C([O-])([O-])=O.[Na+].[Na+].O. The catalyst is C1(C)C=CC=CC=1.C(O)C.Cl[Pd](Cl)([P](C1C=CC=CC=1)(C1C=CC=CC=1)C1C=CC=CC=1)[P](C1C=CC=CC=1)(C1C=CC=CC=1)C1C=CC=CC=1. The product is [Si:15]([O:14][C:11]1[CH:12]=[CH:13][C:8]([C:6]2[N:7]=[C:2]([C:29]3[CH:30]=[CH:31][C:26]([N+:23]([O-:25])=[O:24])=[CH:27][CH:28]=3)[C:3]([NH2:22])=[N:4][CH:5]=2)=[CH:9][CH:10]=1)([C:18]([CH3:21])([CH3:20])[CH3:19])([CH3:17])[CH3:16]. The yield is 0.812.